This data is from Reaction yield outcomes from USPTO patents with 853,638 reactions. The task is: Predict the reaction yield, written as a fraction of the theoretical maximum amount of product (1.0 means a 100% yield; for example, 0.34 means a 34% yield). (1) The product is [CH:78]1([CH2:77][N:47]([CH2:46][CH2:45][OH:44])[C:48]([C:50]2[C:55]([O:56][CH2:57][C:58]3[CH:59]=[CH:60][CH:61]=[CH:62][CH:63]=3)=[C:54]([OH:64])[N:53]=[C:52]([CH2:65][C:66]3([C:71]4[CH:72]=[CH:73][CH:74]=[CH:75][CH:76]=4)[CH2:70][CH2:69][CH2:68][CH2:67]3)[N:51]=2)=[O:49])[CH2:80][CH2:79]1. No catalyst specified. The reactants are C1(N(CCO)C(C2C(OCC3C=CC=CC=3)=C(O)N=C(CC3(C4C=CC=CC=4)CCCC3)N=2)=O)CC1.[Si]([O:44][CH2:45][CH2:46][N:47]([CH2:77][CH:78]1[CH2:80][CH2:79]1)[C:48]([C:50]1[C:55]([O:56][CH2:57][C:58]2[CH:63]=[CH:62][CH:61]=[CH:60][CH:59]=2)=[C:54]([OH:64])[N:53]=[C:52]([CH2:65][C:66]2([C:71]3[CH:76]=[CH:75][CH:74]=[CH:73][CH:72]=3)[CH2:70][CH2:69][CH2:68][CH2:67]2)[N:51]=1)=[O:49])(C(C)(C)C)(C)C.C(OC1C(C(O)=O)=NC(CC2(C3C=CC=CC=3)CCCC2)=NC=1O)C1C=CC=CC=1. The yield is 0.969. (2) The reactants are [NH2:1][C:2]1[CH:3]=[C:4]([C:8]2[CH:17]=[N:16][C:15]3[C:14]([N:18]4[CH2:23][CH2:22][O:21][CH2:20][CH2:19]4)=[N:13][C:12]([C:24]4[CH:25]=[N:26][C:27]([NH:30]C(=O)OC(C)(C)C)=[N:28][CH:29]=4)=[N:11][C:10]=3[CH:9]=2)[CH:5]=[CH:6][CH:7]=1.C(Cl)Cl.F[C:42](F)(F)[C:43](O)=[O:44].CO. The catalyst is C(Cl)(Cl)Cl. The product is [NH2:30][C:27]1[N:28]=[CH:29][C:24]([C:12]2[N:13]=[C:14]([N:18]3[CH2:23][CH2:22][O:21][CH2:20][CH2:19]3)[C:15]3[N:16]=[CH:17][C:8]([C:4]4[CH:3]=[C:2]([NH:1][C:43](=[O:44])[CH3:42])[CH:7]=[CH:6][CH:5]=4)=[CH:9][C:10]=3[N:11]=2)=[CH:25][N:26]=1. The yield is 0.690. (3) The reactants are [F:1][C:2]1([F:14])[CH2:7][CH2:6][CH:5]([C:8](N(OC)C)=[O:9])[CH2:4][CH2:3]1.[C:15]1([Li])[CH:20]=[CH:19][CH:18]=[CH:17][CH:16]=1.Cl. The catalyst is C1COCC1.[Na+].[Cl-]. The product is [F:1][C:2]1([F:14])[CH2:7][CH2:6][CH:5]([C:8]([C:15]2[CH:20]=[CH:19][CH:18]=[CH:17][CH:16]=2)=[O:9])[CH2:4][CH2:3]1. The yield is 0.980. (4) The reactants are [NH2:1][C:2]1[C:10]([Cl:11])=[CH:9][C:5]([C:6]([OH:8])=O)=[C:4]([O:12][CH3:13])[CH:3]=1.C(N(CC)CC)C.ClC(OCC)=O.OC1C2N=NNC=2C=CC=1.[NH2:37][C@@H:38]1[CH2:43][CH2:42][N:41]([C:44]([O:46][C:47]([CH3:50])([CH3:49])[CH3:48])=[O:45])[CH2:40][C@H:39]1[F:51]. The catalyst is CN(C=O)C.[Cl-].[Na+].O. The product is [NH2:1][C:2]1[C:10]([Cl:11])=[CH:9][C:5]([C:6]([NH:37][C@@H:38]2[CH2:43][CH2:42][N:41]([C:44]([O:46][C:47]([CH3:49])([CH3:48])[CH3:50])=[O:45])[CH2:40][C@H:39]2[F:51])=[O:8])=[C:4]([O:12][CH3:13])[CH:3]=1. The yield is 0.930. (5) The reactants are C1COCC1.[C:6]([O:10][C:11]([N:13]1[C:17]([C:18]2[CH:23]=[CH:22][C:21]([N:24]=[N+]=[N-])=[CH:20][CH:19]=2)=[CH:16][N:15]=[C:14]1[NH2:27])=[O:12])([CH3:9])([CH3:8])[CH3:7].C(N(CC)CC)C.[C:35](Cl)(=[O:42])[CH2:36][CH2:37][CH2:38][CH2:39][CH2:40][CH3:41]. The catalyst is ClCCl.[Pd]. The product is [C:6]([O:10][C:11]([N:13]1[C:17]([C:18]2[CH:23]=[CH:22][C:21]([NH:24][C:35](=[O:42])[CH2:36][CH2:37][CH2:38][CH2:39][CH2:40][CH3:41])=[CH:20][CH:19]=2)=[CH:16][N:15]=[C:14]1[NH2:27])=[O:12])([CH3:9])([CH3:8])[CH3:7]. The yield is 0.970. (6) The reactants are C[O:2][C:3]1[CH:8]=[CH:7][C:6]([C:9]2[N:13]=[C:12]([C:14]3[CH:19]=[CH:18][C:17](OC)=[CH:16][CH:15]=3)[S:11][N:10]=2)=[CH:5][CH:4]=1.CCCCCC.C(OCC)(=[O:30])C. No catalyst specified. The product is [OH:2][C:3]1[CH:8]=[CH:7][C:6]([C:9]2[N:13]=[C:12]([C:14]3[CH:19]=[C:18]([OH:30])[CH:17]=[CH:16][CH:15]=3)[S:11][N:10]=2)=[CH:5][CH:4]=1. The yield is 0.910. (7) The reactants are [OH:1][C:2]([CH:4]([C:6]1[CH:19]=[CH:18][CH:17]=[C:8]([C:9]([C:11]2[CH:16]=[CH:15][CH:14]=[CH:13][CH:12]=2)=[O:10])[CH:7]=1)[CH3:5])=[O:3].C(N(CC)CC)C.CP(Cl)(C)=S.[C:32]([NH:39][CH:40]([CH2:43][OH:44])[CH2:41][OH:42])([O:34][C:35]([CH3:38])([CH3:37])[CH3:36])=[O:33].NC(O)CC.CC(NC1C=CC(CC(O)=O)=CC=1)=O.Cl.N. The catalyst is ClCCl.CN(C1C=CN=CC=1)C.O1CCOCC1. The product is [C:32]([NH:39][CH:40]([CH2:41][OH:42])[CH2:43][OH:44])([O:34][C:35]([CH3:37])([CH3:38])[CH3:36])=[O:33].[OH:3][C:2]([CH:4]([C:6]1[CH:19]=[CH:18][CH:17]=[C:8]([C:9]([C:11]2[CH:12]=[CH:13][CH:14]=[CH:15][CH:16]=2)=[O:10])[CH:7]=1)[CH3:5])=[O:1]. The yield is 0.870.